Dataset: NCI-60 drug combinations with 297,098 pairs across 59 cell lines. Task: Regression. Given two drug SMILES strings and cell line genomic features, predict the synergy score measuring deviation from expected non-interaction effect. (1) Drug 1: C1=C(C(=O)NC(=O)N1)N(CCCl)CCCl. Drug 2: C1C(C(OC1N2C=NC(=NC2=O)N)CO)O. Cell line: SF-295. Synergy scores: CSS=21.7, Synergy_ZIP=-10.4, Synergy_Bliss=-7.21, Synergy_Loewe=-5.87, Synergy_HSA=-5.07. (2) Drug 1: C1CCC(C1)C(CC#N)N2C=C(C=N2)C3=C4C=CNC4=NC=N3. Drug 2: C1=NC2=C(N=C(N=C2N1C3C(C(C(O3)CO)O)O)F)N. Cell line: U251. Synergy scores: CSS=-3.84, Synergy_ZIP=-0.0620, Synergy_Bliss=-5.76, Synergy_Loewe=-5.14, Synergy_HSA=-6.36.